This data is from Catalyst prediction with 721,799 reactions and 888 catalyst types from USPTO. The task is: Predict which catalyst facilitates the given reaction. (1) Reactant: [CH2:1]([O:8][C:9]1[C:14]([CH3:15])=[CH:13][C:12]([CH2:16][C@@H:17]([OH:22])[C:18]([O:20][CH3:21])=[O:19])=[CH:11][C:10]=1[Cl:23])[C:2]1[CH:7]=[CH:6][CH:5]=[CH:4][CH:3]=1.[NH:24]1[CH2:29][CH2:28][CH:27]([N:30]2[CH2:36][CH2:35][C:34]3[CH:37]=[CH:38][CH:39]=[CH:40][C:33]=3[NH:32][C:31]2=[O:41])[CH2:26][CH2:25]1.[Li+].[OH-].C1C[O:47][CH2:46]C1. Product: [O:41]=[C:31]1[N:30]([CH:27]2[CH2:26][CH2:25][N:24]([C:46]([O:22][C@@H:17]([C:18]([O:20][CH3:21])=[O:19])[CH2:16][C:12]3[CH:13]=[C:14]([CH3:15])[C:9]([O:8][CH2:1][C:2]4[CH:3]=[CH:4][CH:5]=[CH:6][CH:7]=4)=[C:10]([Cl:23])[CH:11]=3)=[O:47])[CH2:29][CH2:28]2)[CH2:36][CH2:35][C:34]2[CH:37]=[CH:38][CH:39]=[CH:40][C:33]=2[NH:32]1. The catalyst class is: 6. (2) Reactant: [Br:1][C:2]1[CH:3]=[C:4]2[C:9](Cl)=[C:8]([C:11]([NH2:13])=[O:12])[CH:7]=[N:6][N:5]2[CH:14]=1.[CH3:15][CH:16]([NH2:18])[CH3:17]. Product: [Br:1][C:2]1[CH:3]=[C:4]2[C:9]([NH:18][CH:16]([CH3:17])[CH3:15])=[C:8]([C:11]([NH2:13])=[O:12])[CH:7]=[N:6][N:5]2[CH:14]=1. The catalyst class is: 18. (3) Reactant: O=[C:2]1[CH2:8][CH:7]2[N:9]([C:10]3[C:19]4[C:14](=[CH:15][CH:16]=[CH:17][CH:18]=4)[C:13]([C:20]#[N:21])=[CH:12][CH:11]=3)[CH:4]([CH2:5][CH2:6]2)[CH2:3]1.C([O-])(=O)C.[NH4+].C([BH3-])#[N:28].[Na+].[ClH:31]. Product: [ClH:31].[NH2:28][CH:2]1[CH2:8][CH:7]2[N:9]([C:10]3[C:19]4[C:14](=[CH:15][CH:16]=[CH:17][CH:18]=4)[C:13]([C:20]#[N:21])=[CH:12][CH:11]=3)[CH:4]([CH2:5][CH2:6]2)[CH2:3]1. The catalyst class is: 5. (4) Reactant: [C:1]([C:3]1[N:8]=[CH:7][C:6]([C:9]([OH:11])=[O:10])=[CH:5][N:4]=1)#[N:2].[NH2:12][OH:13]. Product: [OH:13][N:12]=[C:1]([C:3]1[N:8]=[CH:7][C:6]([C:9]([OH:11])=[O:10])=[CH:5][N:4]=1)[NH2:2]. The catalyst class is: 8. (5) Reactant: [NH2:1][CH2:2][C:3]1[CH:17]=[C:16]([Cl:18])[CH:15]=[CH:14][C:4]=1[CH2:5][NH:6][C:7](=[O:13])[O:8][C:9]([CH3:12])([CH3:11])[CH3:10].[CH3:19][Si]([N-][Si](C)(C)C)(C)C.[Na+].COS(OC)(=O)=O. Product: [CH3:19][NH:1][CH2:2][C:3]1[CH:17]=[C:16]([Cl:18])[CH:15]=[CH:14][C:4]=1[CH2:5][NH:6][C:7](=[O:13])[O:8][C:9]([CH3:12])([CH3:11])[CH3:10]. The catalyst class is: 18. (6) Reactant: [CH:1]1([C:6]2[C:14]3[O:13][C:12]4[CH:15]=[CH:16][C:17]([C:19]#[N:20])=[CH:18][C:11]=4[C:10]=3[CH:9]=[CH:8][C:7]=2[O:21]C)[CH2:5][CH2:4][CH2:3][CH2:2]1.B(Br)(Br)Br.O. Product: [CH:1]1([C:6]2[C:14]3[O:13][C:12]4[CH:15]=[CH:16][C:17]([C:19]#[N:20])=[CH:18][C:11]=4[C:10]=3[CH:9]=[CH:8][C:7]=2[OH:21])[CH2:2][CH2:3][CH2:4][CH2:5]1. The catalyst class is: 4.